From a dataset of Reaction yield outcomes from USPTO patents with 853,638 reactions. Predict the reaction yield, written as a fraction of the theoretical maximum amount of product (1.0 means a 100% yield; for example, 0.34 means a 34% yield). The reactants are C(OC(=O)[NH:10][CH:11]([C:16]([N:18]1[CH:26]2[CH:21]([CH2:22][CH2:23][CH2:24][CH2:25]2)[CH2:20][CH:19]1[C:27](=[O:41])[NH:28][CH:29]([CH:33]([C:35](=[O:40])[NH:36][CH:37]1[CH2:39][CH2:38]1)[OH:34])[CH2:30][CH2:31][CH3:32])=[O:17])[C:12]([CH3:15])([CH3:14])[CH3:13])C1C=CC=CC=1.[H][H]. The catalyst is CCO.[Pd]. The product is [CH:37]1([NH:36][C:35]([CH:33]([OH:34])[CH:29]([NH:28][C:27]([CH:19]2[CH2:20][CH:21]3[CH:26]([CH2:25][CH2:24][CH2:23][CH2:22]3)[N:18]2[C:16](=[O:17])[CH:11]([NH2:10])[C:12]([CH3:14])([CH3:13])[CH3:15])=[O:41])[CH2:30][CH2:31][CH3:32])=[O:40])[CH2:38][CH2:39]1. The yield is 1.00.